Dataset: Full USPTO retrosynthesis dataset with 1.9M reactions from patents (1976-2016). Task: Predict the reactants needed to synthesize the given product. (1) Given the product [OH:22][C:18]1[CH:17]=[C:16]([C:14]2[N:15]=[C:10]3[N:9]([C:4]4[CH:5]=[CH:6][CH:7]=[CH:8][C:3]=4[O:2][CH3:1])[C:35](=[O:40])[NH:23][C:11]3=[CH:12][CH:13]=2)[CH:21]=[CH:20][CH:19]=1, predict the reactants needed to synthesize it. The reactants are: [CH3:1][O:2][C:3]1[CH:8]=[CH:7][CH:6]=[CH:5][C:4]=1[NH:9][C:10]1[N:15]=[C:14]([C:16]2[CH:17]=[C:18]([OH:22])[CH:19]=[CH:20][CH:21]=2)[CH:13]=[CH:12][C:11]=1[N+:23]([O-])=O.ClC1N=C(NC2C=CC=C[C:35]=2[O:40]C)C([N+]([O-])=O)=CC=1.OC1C=C(B(O)O)C=CC=1.P([O-])([O-])([O-])=O.[K+].[K+].[K+]. (2) Given the product [F:1][C:2]1[CH:3]=[CH:4][C:5]([CH:8]2[CH2:13][CH2:12][NH:11][CH2:10][CH:9]2[O:14][CH2:15][C:16]2[CH:25]=[C:24]([O:26][CH2:27][C:28]3[CH:33]=[CH:32][CH:31]=[CH:30][C:29]=3[OH:34])[C:23]3[C:18](=[CH:19][CH:20]=[CH:21][CH:22]=3)[CH:17]=2)=[CH:6][CH:7]=1, predict the reactants needed to synthesize it. The reactants are: [F:1][C:2]1[CH:7]=[CH:6][C:5]([CH:8]2[CH2:13][CH2:12][NH:11][CH2:10][CH:9]2[O:14][CH2:15][C:16]2[CH:25]=[C:24]([O:26][CH2:27][C:28]3[CH:33]=[CH:32][CH:31]=[CH:30][C:29]=3[O:34]COCC[Si](C)(C)C)[C:23]3[C:18](=[CH:19][CH:20]=[CH:21][CH:22]=3)[CH:17]=2)=[CH:4][CH:3]=1.Cl. (3) Given the product [Cl:31][C:32]1[CH:37]=[CH:36][C:35]([Cl:38])=[CH:34][C:33]=1[S:39]([NH:1][C@H:2]1[CH2:6][N:5]([C:7]([O:9][C:10]([CH3:11])([CH3:12])[CH3:13])=[O:8])[C@@H:4]([CH2:14][O:15][C:16](=[O:21])[C:17]([CH3:20])([CH3:19])[CH3:18])[CH2:3]1)(=[O:41])=[O:40], predict the reactants needed to synthesize it. The reactants are: [NH2:1][C@H:2]1[CH2:6][N:5]([C:7]([O:9][C:10]([CH3:13])([CH3:12])[CH3:11])=[O:8])[C@@H:4]([CH2:14][O:15][C:16](=[O:21])[C:17]([CH3:20])([CH3:19])[CH3:18])[CH2:3]1.CCN(C(C)C)C(C)C.[Cl:31][C:32]1[CH:37]=[CH:36][C:35]([Cl:38])=[CH:34][C:33]=1[S:39](Cl)(=[O:41])=[O:40]. (4) The reactants are: [N+:1]([C:4]1[CH:9]=[CH:8][C:7]([NH:10][C@H:11]2[CH2:16][CH2:15][C@H:14]([O:17][CH2:18][C:19]([N:21]3[CH2:26][CH2:25][N:24]([C:27]4[CH:32]=[CH:31][C:30]([C:33]([F:36])([F:35])[F:34])=[CH:29][CH:28]=4)[CH2:23][CH2:22]3)=[O:20])[CH2:13][CH2:12]2)=[CH:6][C:5]=1[C:37]([F:40])([F:39])[F:38])([O-:3])=[O:2].[H-].[Na+].[CH3:43]I. Given the product [CH3:43][N:10]([C:7]1[CH:8]=[CH:9][C:4]([N+:1]([O-:3])=[O:2])=[C:5]([C:37]([F:40])([F:39])[F:38])[CH:6]=1)[C@H:11]1[CH2:16][CH2:15][C@H:14]([O:17][CH2:18][C:19]([N:21]2[CH2:22][CH2:23][N:24]([C:27]3[CH:32]=[CH:31][C:30]([C:33]([F:34])([F:35])[F:36])=[CH:29][CH:28]=3)[CH2:25][CH2:26]2)=[O:20])[CH2:13][CH2:12]1, predict the reactants needed to synthesize it. (5) The reactants are: C([O:3][C:4](=O)[CH2:5][CH2:6][N:7]1[C:11]2[CH:12]=[CH:13][CH:14]=[CH:15][C:10]=2[N:9]=[C:8]1[C:16]([N:18]([CH2:40][CH:41]([CH3:43])[CH3:42])[C@H:19]1[CH2:24][C@@H:23]([C:25]([N:27]2[CH2:32][CH2:31][O:30][CH2:29][CH2:28]2)=[O:26])[CH2:22][N:21]([C:33]([O:35][C:36]([CH3:39])([CH3:38])[CH3:37])=[O:34])[CH2:20]1)=[O:17])C.O.[NH2:46][NH2:47].[CH2:48]([OH:50])[CH3:49]. Given the product [C:48]([NH:46][NH:47][C:4](=[O:3])[CH2:5][CH2:6][N:7]1[C:11]2[CH:12]=[CH:13][CH:14]=[CH:15][C:10]=2[N:9]=[C:8]1[C:16]([N:18]([CH2:40][CH:41]([CH3:43])[CH3:42])[C@H:19]1[CH2:24][C@@H:23]([C:25]([N:27]2[CH2:28][CH2:29][O:30][CH2:31][CH2:32]2)=[O:26])[CH2:22][N:21]([C:33]([O:35][C:36]([CH3:39])([CH3:37])[CH3:38])=[O:34])[CH2:20]1)=[O:17])(=[O:50])[CH3:49], predict the reactants needed to synthesize it. (6) Given the product [F:17][C:12]1[C:11]2[CH:10]=[C:9]3[C:18]4[N:19]=[C:2]([C:42]5[C:43]([N:45]([CH3:50])[S:46]([CH3:49])(=[O:48])=[O:47])=[CH:44][C:34]6[O:33][C:32]([C:29]7[CH:30]=[CH:31][C:26]([F:25])=[CH:27][CH:28]=7)=[C:36]([C:37]([NH:39][CH3:40])=[O:38])[C:35]=6[CH:41]=5)[CH:3]=[CH:4][C:5]=4[N:6]=[C:7]([CH2:20][S:21]([CH3:24])(=[O:23])=[O:22])[N:8]3[C:16]=2[CH:15]=[CH:14][CH:13]=1, predict the reactants needed to synthesize it. The reactants are: Cl[C:2]1[CH:3]=[CH:4][C:5]2[N:6]=[C:7]([CH2:20][S:21]([CH3:24])(=[O:23])=[O:22])[N:8]3[C:16]4[CH:15]=[CH:14][CH:13]=[C:12]([F:17])[C:11]=4[CH:10]=[C:9]3[C:18]=2[N:19]=1.[F:25][C:26]1[CH:31]=[CH:30][C:29]([C:32]2[O:33][C:34]3[CH:44]=[C:43]([N:45]([CH3:50])[S:46]([CH3:49])(=[O:48])=[O:47])[C:42](B4OC(C)(C)C(C)(C)O4)=[CH:41][C:35]=3[C:36]=2[C:37]([NH:39][CH3:40])=[O:38])=[CH:28][CH:27]=1.C([O-])([O-])=O.[K+].[K+].CC(C1C=C(C(C)C)C(C2C=CC=CC=2P(C2CCCCC2)C2CCCCC2)=C(C(C)C)C=1)C. (7) Given the product [Cl:23][C:4]1[CH:6]=[C:7]([O:9][C:10]2[CH:15]=[CH:14][CH:13]=[CH:12][C:11]=2[O:16][CH3:17])[CH:8]=[C:2]([I:1])[CH:3]=1, predict the reactants needed to synthesize it. The reactants are: [I:1][C:2]1[CH:3]=[C:4]([CH:6]=[C:7]([O:9][C:10]2[CH:15]=[CH:14][CH:13]=[CH:12][C:11]=2[O:16][CH3:17])[CH:8]=1)N.N([O-])=O.[Na+].O.[ClH:23]. (8) Given the product [Cl:1][C:2]1[CH:12]=[CH:11][C:5]([CH:6]([CH2:7][N+:8]([O-:10])=[O:9])[CH:14]([C:13]([O:20][CH3:21])=[O:19])[C:15]([O:17][CH3:18])=[O:16])=[CH:4][CH:3]=1, predict the reactants needed to synthesize it. The reactants are: [Cl:1][C:2]1[CH:12]=[CH:11][C:5]([CH:6]=[CH:7][N+:8]([O-:10])=[O:9])=[CH:4][CH:3]=1.[C:13]([O:20][CH3:21])(=[O:19])[CH2:14][C:15]([O:17][CH3:18])=[O:16]. (9) Given the product [Cl:1][C:2]1[C:7]([C:23]2[CH:22]=[CH:21][N:20]=[CH:19][C:18]=2[Cl:17])=[CH:6][N:5]=[C:4]([NH2:9])[CH:3]=1, predict the reactants needed to synthesize it. The reactants are: [Cl:1][C:2]1[C:7](I)=[CH:6][N:5]=[C:4]([NH2:9])[CH:3]=1.C(=O)([O-])[O-].[Na+].[Na+].O.[Cl:17][C:18]1[CH:19]=[N:20][CH:21]=[CH:22][C:23]=1B(O)O.C(Cl)Cl.